From a dataset of Forward reaction prediction with 1.9M reactions from USPTO patents (1976-2016). Predict the product of the given reaction. Given the reactants [F:1][C:2]1[CH:7]=[CH:6][C:5]([F:8])=[CH:4][C:3]=1[C:9]1[CH2:13][N:12]([C:14]([N:16]([CH3:34])[C@H:17]2[CH2:22][CH2:21][N:20](C(OCC3C=CC=CC=3)=O)[CH2:19][C@H:18]2[F:33])=[O:15])[C@:11]([CH2:41][OH:42])([C:35]2[CH:40]=[CH:39][CH:38]=[CH:37][CH:36]=2)[CH:10]=1.C1CC=CCC=1, predict the reaction product. The product is: [F:1][C:2]1[CH:7]=[CH:6][C:5]([F:8])=[CH:4][C:3]=1[C:9]1[CH2:13][N:12]([C:14]([N:16]([C@@H:17]2[CH2:22][CH2:21][NH:20][CH2:19][C@@H:18]2[F:33])[CH3:34])=[O:15])[C@:11]([CH2:41][OH:42])([C:35]2[CH:40]=[CH:39][CH:38]=[CH:37][CH:36]=2)[CH:10]=1.